This data is from Reaction yield outcomes from USPTO patents with 853,638 reactions. The task is: Predict the reaction yield, written as a fraction of the theoretical maximum amount of product (1.0 means a 100% yield; for example, 0.34 means a 34% yield). (1) The reactants are [F:1][C:2]1[CH:3]=[C:4]([N+:9]([O-:11])=[O:10])[CH:5]=[CH:6][C:7]=1F.C(=O)([O-])[O-].[K+].[K+].[CH3:18][NH:19][CH2:20][CH2:21][OH:22]. The catalyst is CS(C)=O. The product is [F:1][C:2]1[CH:3]=[C:4]([N+:9]([O-:11])=[O:10])[CH:5]=[CH:6][C:7]=1[N:19]([CH3:18])[CH2:20][CH2:21][OH:22]. The yield is 0.990. (2) The reactants are [Br:1][C:2]1[CH:7]=[CH:6][C:5](O)=[C:4]([C:9]([CH3:16])([CH3:15])[CH2:10][C:11]([OH:14])([CH3:13])[CH3:12])[CH:3]=1.C1(C)C=CC(S(O)(=O)=O)=CC=1. The catalyst is C1C=CC=CC=1. The product is [Br:1][C:2]1[CH:3]=[C:4]2[C:5](=[CH:6][CH:7]=1)[O:14][C:11]([CH3:13])([CH3:12])[CH2:10][C:9]2([CH3:16])[CH3:15]. The yield is 0.800. (3) The reactants are [Br:1][C:2]1[N:7]=[CH:6][C:5]([NH2:8])=[CH:4][CH:3]=1.C(N(CC)CC)C.[Cl:16][C:17]1[C:22]([C:23](Cl)=[O:24])=[C:21]([F:26])[C:20]([NH:27][S:28]([CH2:31][CH2:32][CH3:33])(=[O:30])=[O:29])=[CH:19][CH:18]=1. The catalyst is O1CCCC1.C(OCC)(=O)C. The product is [Br:1][C:2]1[N:7]=[CH:6][C:5]([NH:8][C:23](=[O:24])[C:22]2[C:17]([Cl:16])=[CH:18][CH:19]=[C:20]([NH:27][S:28]([CH2:31][CH2:32][CH3:33])(=[O:30])=[O:29])[C:21]=2[F:26])=[CH:4][CH:3]=1. The yield is 0.660. (4) The yield is 0.770. No catalyst specified. The reactants are Cl[C:2]1[N:3]=[CH:4][C:5]2[CH:10]=[C:9]([C:11]([N:13]([CH3:15])[CH3:14])=[O:12])[N:8]([CH:16]3[CH2:22][CH2:21][CH2:20][CH2:19][CH2:18][CH2:17]3)[C:6]=2[N:7]=1.[NH2:23][C:24]1[N:29]=[CH:28][C:27]([N:30]2[CH:36]3[CH2:37][CH2:38][N:33]([CH2:34][CH2:35]3)[CH2:32][C:31]2=[O:39])=[CH:26][CH:25]=1. The product is [CH:16]1([N:8]2[C:6]3[N:7]=[C:2]([NH:23][C:24]4[CH:25]=[CH:26][C:27]([N:30]5[CH:36]6[CH2:37][CH2:38][N:33]([CH2:34][CH2:35]6)[CH2:32][C:31]5=[O:39])=[CH:28][N:29]=4)[N:3]=[CH:4][C:5]=3[CH:10]=[C:9]2[C:11]([N:13]([CH3:15])[CH3:14])=[O:12])[CH2:22][CH2:21][CH2:20][CH2:19][CH2:18][CH2:17]1. (5) The reactants are [C:1]([C:5]1[CH:12]=[CH:11][C:10]([N+:13]([O-])=O)=[CH:9][C:6]=1[C:7]#[N:8])([CH3:4])([CH3:3])[CH3:2].C([O-])=O.[NH4+]. The product is [C:1]([C:5]1[CH:12]=[CH:11][C:10]([NH2:13])=[CH:9][C:6]=1[C:7]#[N:8])([CH3:4])([CH3:2])[CH3:3]. The yield is 0.910. The catalyst is CCO.[Pd]. (6) The yield is 0.931. The product is [Cl:13][C:14]1[CH:15]=[CH:16][C:17]([CH2:18][O:19][C:20]2[CH:21]=[C:22]([CH:36]=[CH:37][CH:38]=2)[C:23]([NH:25][C:26]2[CH:31]=[CH:30][CH:29]=[CH:28][C:27]=2[S:32]([NH:33][C:1](=[O:11])[CH2:2][CH2:3][CH2:4][CH2:5][CH2:6][CH2:7][CH2:8][CH2:9][CH3:10])(=[O:34])=[O:35])=[O:24])=[CH:39][CH:40]=1. The catalyst is CN(C)C1C=CN=CC=1.O1CCCC1. The reactants are [C:1](Cl)(=[O:11])[CH2:2][CH2:3][CH2:4][CH2:5][CH2:6][CH2:7][CH2:8][CH2:9][CH3:10].[Cl:13][C:14]1[CH:40]=[CH:39][C:17]([CH2:18][O:19][C:20]2[CH:21]=[C:22]([CH:36]=[CH:37][CH:38]=2)[C:23]([NH:25][C:26]2[CH:31]=[CH:30][CH:29]=[CH:28][C:27]=2[S:32](=[O:35])(=[O:34])[NH2:33])=[O:24])=[CH:16][CH:15]=1. (7) The reactants are C[Si](C=[N+]=[N-])(C)C.[CH2:8]([Li])CCC.[CH3:13][O:14][C:15](=[O:42])[CH2:16][C:17]1[CH:22]=[CH:21][C:20]([C:23]#[C:24][C:25]2[CH:30]=[C:29]([C:31]([CH3:34])([CH3:33])[CH3:32])[C:28]([O:35][CH:36]([CH3:38])[CH3:37])=[C:27]([CH:39]=O)[C:26]=2[CH3:41])=[CH:19][CH:18]=1. The catalyst is O1CCCC1. The product is [CH3:13][O:14][C:15](=[O:42])[CH2:16][C:17]1[CH:18]=[CH:19][C:20]([C:23]#[C:24][C:25]2[CH:30]=[C:29]([C:31]([CH3:32])([CH3:34])[CH3:33])[C:28]([O:35][CH:36]([CH3:38])[CH3:37])=[C:27]([C:39]#[CH:8])[C:26]=2[CH3:41])=[CH:21][CH:22]=1. The yield is 0.116. (8) The yield is 0.830. No catalyst specified. The reactants are FC(F)(F)C1C=CC(CBr)=CC=1.Br[CH2:14][CH:15]1[CH2:17][CH2:16]1.[CH3:18][C:19]1[N:20]=[C:21]([N:29]2[C:33](=[O:34])[NH:32][N:31]=[CH:30]2)[S:22][C:23]=1[C:24]([O:26][CH2:27][CH3:28])=[O:25]. The product is [CH:17]1([CH2:16][N:32]2[C:33](=[O:34])[N:29]([C:21]3[S:22][C:23]([C:24]([O:26][CH2:27][CH3:28])=[O:25])=[C:19]([CH3:18])[N:20]=3)[CH:30]=[N:31]2)[CH2:15][CH2:14]1. (9) The reactants are [Br:1][C:2]1[CH:8]=[C:7]([Cl:9])[CH:6]=[CH:5][C:3]=1N.Cl.N([O-])=O.[Na+].O(CC)C([S-])=[S:17].[K+].[OH-].[K+]. The catalyst is O. The product is [Br:1][C:2]1[CH:8]=[C:7]([Cl:9])[CH:6]=[CH:5][C:3]=1[SH:17]. The yield is 0.830.